This data is from Experimentally validated miRNA-target interactions with 360,000+ pairs, plus equal number of negative samples. The task is: Binary Classification. Given a miRNA mature sequence and a target amino acid sequence, predict their likelihood of interaction. (1) The miRNA is hsa-miR-523-3p with sequence GAACGCGCUUCCCUAUAGAGGGU. The protein sequence of the target gene is MESFSSKSLALQAEKKLLSKMAGRSVAHLFIDETSSEVLDELYRVSKEYTHSRPKAQRVIKDLIKVAVKVAVLHRSGCFGPGELALATRFRQKLRQGAMTALSFGEVDFTFEAAVLAGLLVECRDILLELVEHHLTPKSHDRIRHVFDHYSDPDLLAALYGPDFTQHLGKICDGLRKLLDEGKL. Result: 0 (no interaction). (2) The miRNA is hsa-miR-371b-3p with sequence AAGUGCCCCCACAGUUUGAGUGC. The protein sequence of the target gene is MATRRALHFVFKVKNRFQTVHFFRDVLGMQVLRHEEFEEGCKAACNGPYDGKWSKTMVGFGPEDDHFVAELTYNYGIGDYKLGNDFMGITLASSQAVSNARKLEWPLSKVAEGIFETEAPGGYKFYLQDRSPSQSDPVLKVTLAVSDLQKSLNYWSNLLGMKIYEQDEEKQRALLGYADNQCKLELQGIQGAVDHAAAFGRIAFSCPQKELPDLEDLMKRESHSILTPLVSLDTPGKATVQVVILADPDGHEICFVGDEAFRELSKMDPKGSKLLDDAMEADKSDEWFATRNKPKASG. Result: 0 (no interaction). (3) The miRNA is mmu-miR-344g-5p with sequence AGUCAGGCUCCUGGCAGGAGU. The protein sequence of the target gene is MAESVERLQQRVQELERELAQERSLQVPRSGDGGGGRVRIEKMSSEVVDSNPYSRLMALKRMGIVSDYEKIRTFAVAIVGVGGVGSVTAEMLTRCGIGKLLLFDYDKVELANMNRLFFQPHQAGLSKVQAAEHTLRNINPDVLFEVHNYNITTVENFQHFMDRISNGGLEEGKPVDLVLSCVDNFEARMTINTACNELGQTWMESGVSENAVSGHIQLIIPGESACFACAPPLVVAANIDEKTLKREGVCAASLPTTMGVVAGILVQNVLKFLLNFGTVSFYLGYNAMQDFFPTMSMKPN.... Result: 0 (no interaction).